Dataset: Full USPTO retrosynthesis dataset with 1.9M reactions from patents (1976-2016). Task: Predict the reactants needed to synthesize the given product. (1) Given the product [CH2:1]([O:8][C:9]([C:11]1[N:12]=[C:13]([CH:16]([CH2:22][C:23]2[CH:28]=[CH:27][C:26]([OH:29])=[CH:25][CH:24]=2)[CH2:17][C:18]([O:20][CH3:21])=[O:19])[O:14][CH:15]=1)=[O:10])[C:2]1[CH:3]=[CH:4][CH:5]=[CH:6][CH:7]=1, predict the reactants needed to synthesize it. The reactants are: [CH2:1]([O:8][C:9]([C:11]1[N:12]=[C:13]([CH:16]([CH2:22][C:23]2[CH:28]=[CH:27][C:26]([O:29][Si](C(C)C)(C(C)C)C(C)C)=[CH:25][CH:24]=2)[CH2:17][C:18]([O:20][CH3:21])=[O:19])[O:14][CH:15]=1)=[O:10])[C:2]1[CH:7]=[CH:6][CH:5]=[CH:4][CH:3]=1.CCCC[N+](CCCC)(CCCC)CCCC.[F-]. (2) Given the product [F:18][C:19]1[CH:26]=[CH:25][CH:24]=[CH:23][C:20]=1[CH2:21][NH:22][C:15]([C:4]1[C:3]2[C:7](=[CH:8][CH:9]=[CH:10][C:2]=2[Cl:1])[N:6]([CH2:11][CH2:12][O:13][CH3:14])[CH:5]=1)=[O:17], predict the reactants needed to synthesize it. The reactants are: [Cl:1][C:2]1[CH:10]=[CH:9][CH:8]=[C:7]2[C:3]=1[C:4]([C:15]([OH:17])=O)=[CH:5][N:6]2[CH2:11][CH2:12][O:13][CH3:14].[F:18][C:19]1[CH:26]=[CH:25][CH:24]=[CH:23][C:20]=1[CH2:21][NH2:22].CCN(CC)CC.N1(O)C2C=CC=CC=2N=N1.C(Cl)CCl. (3) Given the product [CH2:11]([O:10][C:8]([N:6]1[CH2:7][C:2]([F:1])([F:23])[CH2:3][CH:4]([C:18]([OH:20])=[O:19])[CH2:5]1)=[O:9])[C:12]1[CH:13]=[CH:14][CH:15]=[CH:16][CH:17]=1, predict the reactants needed to synthesize it. The reactants are: [F:1][C:2]1([F:23])[CH2:7][N:6]([C:8]([O:10][CH2:11][C:12]2[CH:17]=[CH:16][CH:15]=[CH:14][CH:13]=2)=[O:9])[CH2:5][CH:4]([C:18]([O:20]CC)=[O:19])[CH2:3]1.C[Si](C)(C)[O-].[K+].